Task: Regression. Given a target protein amino acid sequence and a drug SMILES string, predict the binding affinity score between them. We predict pIC50 (pIC50 = -log10(IC50 in M); higher means more potent). Dataset: bindingdb_ic50.. Dataset: Drug-target binding data from BindingDB using IC50 measurements (1) The small molecule is O=C(CCc1ccc(O)cc1)N(Cc1nc2c(c(=O)[nH]1)COCC2)Cc1cccs1. The target protein sequence is APEDKEYQSVEEEMQSTIREHRDGGNAGGIFNRYNVIRIQKVVNKKLRERFCHRQKEVSEENHNHHNERMLFHGSPFINAIIHKGFDERHAYIGGMFGAGIYFAENSSKSNQYVYGIGGGTGCPTHKDRSCYICHRQMLFCRVTLGKSFLQFSTMKMAHAPPGHHSVIGRPSVNGLAYAEYVIYRGEQAYPEYLITYQIMKPEAPS. The pIC50 is 5.8. (2) The small molecule is O=C(N[C@@H](Cc1c[nH]c2ccccc12)C(=O)N1CCC[C@H]1C(=O)O)[C@@H](CS)Cc1ccccc1. The target protein (P07861) has sequence MGRSESQMDITDINAPKPKKKQRWTPLEISLSVLVLLLTIIAVTMIALYATYDDGICKSSDCIKSAARLIQNMDASAEPCTDFFKYACGGWLKRNVIPETSSRYSNFDILRDELEVILKDVLQEPKTEDIVAVQKAKTLYRSCINESAIDSRGGQPLLTLLPDIYGWPVASQNWEQTYGTSWTAEKSIAQLNSKYGKKVLINFFVGTDDKNSTQHIIHFDQPRLGLPSRDYYECTGIYKEACTAYVDFMISVARLIRQEQRLPIDENQLSLEMNKVMELEKEIANATTKPEDRNDPMLLYNKMTLAKLQNNFSLEINGKPFSWSNFTNEIMSTVNINIQNEEEVVVYAPEYLTKLKPILTKYSPRDLQNLMSWRFIMDLVSSLSRNYKESRNAFRKALYGTTSETATWRRCANYVNGNMENAVGRLYVEAAFAGESKHVVEDLIAQIREVFIQTLDDLTWMDAETKKKAEEKALAIKERIGYPDDIISNENKLNNEYLEL.... The pIC50 is 7.6. (3) The compound is CC(=O)NCCC[C@H]1OC[C@H](Oc2ncc(OC(C)C)cc2Cl)CO1. The target protein sequence is DKKQANIKRQLMTNFILGSFDDYSSDEDSVAGSSRESTRKGSRASLGALSLEAYLTTGEAETRVPTMRPSMSGLHLVKRGREHKKLDLHRDFTVASPAEFVTRFGGDRVIEKVLIANNGIAAVKCMRSIRRWAYEMFRNERAIRFVVMVTPEDLKANAEYIKMADHYVPVPGGPNNNNYANVELIVDIAKRIPVQAVWAGWGHASENPKLPELLCKNGVAFLGPPSEAMWALGDKIASTVVAQTLQVPTLPWSGSGLTVEWTEDDLQQGKRISVPEDVYDKGCVKDVDEGLEAAERIGFPLMIKASEGGGGKGIRKAESAEDFPILFRQVQSEIPGSPIFLMKLAQHARHLEVQILADQYGNAVSLFGRDCSIQRRHQKIVEEAPATIAPLAIFEFMEQCAIRLAKTVGYVSAGTVEYLYSQDGSFHFLELNPRLQVEHPCTEMIADVNLPAAQLQIAMGVPLHRLKDIRLLYGESPWGVTPISFETPSNPPLARGHVIA.... The pIC50 is 6.4.